From a dataset of Forward reaction prediction with 1.9M reactions from USPTO patents (1976-2016). Predict the product of the given reaction. (1) Given the reactants [F:1][C:2]([F:37])([C:12]([F:36])([F:35])[C:13]([F:34])([F:33])[C:14]([F:32])([F:31])[C:15]([F:30])([F:29])[C:16]([F:28])([F:27])[C:17]([F:26])([C:22]([F:25])([F:24])[F:23])[C:18]([F:21])([F:20])[F:19])[CH2:3][CH2:4][SiH:5]([CH:9]([CH3:11])[CH3:10])[CH:6]([CH3:8])[CH3:7].C([Br:41])C=C, predict the reaction product. The product is: [F:37][C:2]([F:1])([C:12]([F:35])([F:36])[C:13]([F:33])([F:34])[C:14]([F:31])([F:32])[C:15]([F:29])([F:30])[C:16]([F:28])([F:27])[C:17]([F:26])([C:22]([F:23])([F:24])[F:25])[C:18]([F:20])([F:19])[F:21])[CH2:3][CH2:4][Si:5]([Br:41])([CH:9]([CH3:11])[CH3:10])[CH:6]([CH3:8])[CH3:7]. (2) The product is: [Br:12][C:13]1[CH:14]=[C:15]([O:8][C:7]2[C:2]([CH3:1])=[N:3][CH:4]=[CH:5][C:6]=2[CH3:9])[C:16]([C:19]#[N:20])=[N:17][CH:18]=1. Given the reactants [CH3:1][C:2]1[C:7]([OH:8])=[C:6]([CH3:9])[CH:5]=[CH:4][N:3]=1.[H-].[Na+].[Br:12][C:13]1[CH:14]=[C:15]([N+]([O-])=O)[C:16]([C:19]#[N:20])=[N:17][CH:18]=1.[NH4+].[Cl-], predict the reaction product. (3) Given the reactants Br[C:2]1[CH:3]=[C:4]2[C:9](=[CH:10][C:11]=1[O:12][CH3:13])[N:8]=[CH:7][C:6]([C:14]([O:16][CH2:17][CH3:18])=[O:15])=[C:5]2[NH:19][C:20]1[CH:25]=[CH:24][CH:23]=[C:22]([Cl:26])[C:21]=1[Cl:27].C([O-])([O-])=O.[Cs+].[Cs+].[CH3:34][N:35]1[CH2:40][CH2:39][NH:38][CH2:37][CH2:36]1, predict the reaction product. The product is: [Cl:27][C:21]1[C:22]([Cl:26])=[CH:23][CH:24]=[CH:25][C:20]=1[NH:19][C:5]1[C:4]2[C:9](=[CH:10][C:11]([O:12][CH3:13])=[C:2]([N:38]3[CH2:39][CH2:40][N:35]([CH3:34])[CH2:36][CH2:37]3)[CH:3]=2)[N:8]=[CH:7][C:6]=1[C:14]([O:16][CH2:17][CH3:18])=[O:15]. (4) Given the reactants Cl[C:2]1[N:3]=[N:4][CH:5]=[C:6]([C:15]2[CH:20]=[CH:19][C:18]([Cl:21])=[CH:17][CH:16]=2)[C:7]=1[C:8]1[CH:13]=[CH:12][C:11]([Cl:14])=[CH:10][CH:9]=1.O.[NH2:23][NH2:24].O, predict the reaction product. The product is: [Cl:14][C:11]1[CH:12]=[CH:13][C:8]([C:7]2[C:6]([C:15]3[CH:20]=[CH:19][C:18]([Cl:21])=[CH:17][CH:16]=3)=[CH:5][N:4]=[N:3][C:2]=2[NH:23][NH2:24])=[CH:9][CH:10]=1. (5) Given the reactants [OH:1][CH:2]1[CH:6]([N:7]2[CH:16]=[CH:15][C:14]3[C:9](=[CH:10][CH:11]=[CH:12][C:13]=3[N+:17]([O-])=O)[C:8]2=[O:20])[CH2:5][N:4]([C:21]([O:23][C:24]([CH3:27])([CH3:26])[CH3:25])=[O:22])[CH2:3]1, predict the reaction product. The product is: [NH2:17][C:13]1[CH:12]=[CH:11][CH:10]=[C:9]2[C:14]=1[CH:15]=[CH:16][N:7]([CH:6]1[CH:2]([OH:1])[CH2:3][N:4]([C:21]([O:23][C:24]([CH3:27])([CH3:26])[CH3:25])=[O:22])[CH2:5]1)[C:8]2=[O:20]. (6) Given the reactants [OH:1][C:2]1[CH:7]=[CH:6][CH:5]=[CH:4][C:3]=1[C:8]1[CH:13]=[CH:12][C:11]([C:14]([O:16]C)=[O:15])=[CH:10][C:9]=1[CH3:18].[OH-].[Na+], predict the reaction product. The product is: [OH:1][C:2]1[CH:7]=[CH:6][CH:5]=[CH:4][C:3]=1[C:8]1[CH:13]=[CH:12][C:11]([C:14]([OH:16])=[O:15])=[CH:10][C:9]=1[CH3:18].